This data is from Peptide-MHC class I binding affinity with 185,985 pairs from IEDB/IMGT. The task is: Regression. Given a peptide amino acid sequence and an MHC pseudo amino acid sequence, predict their binding affinity value. This is MHC class I binding data. (1) The peptide sequence is STLERTSKASLER. The MHC is HLA-B58:01 with pseudo-sequence HLA-B58:01. The binding affinity (normalized) is 0.0409. (2) The peptide sequence is YECTSRHFT. The MHC is HLA-A02:03 with pseudo-sequence HLA-A02:03. The binding affinity (normalized) is 0.0847. (3) The peptide sequence is AMITYITRK. The MHC is HLA-A31:01 with pseudo-sequence HLA-A31:01. The binding affinity (normalized) is 0.532. (4) The peptide sequence is QLFIKDYRY. The MHC is HLA-B15:01 with pseudo-sequence HLA-B15:01. The binding affinity (normalized) is 0.603.